Predict the reactants needed to synthesize the given product. From a dataset of Full USPTO retrosynthesis dataset with 1.9M reactions from patents (1976-2016). (1) Given the product [OH:8][NH:9][C:10](=[O:36])[C:11]1[CH:12]=[CH:13][C:14]([CH:17]2[CH2:22][CH2:21][CH2:20][CH:19]([NH:23][C@@H:24]([C:26]3[C:35]4[C:30](=[CH:31][CH:32]=[CH:33][CH:34]=4)[CH:29]=[CH:28][CH:27]=3)[CH3:25])[CH2:18]2)=[CH:15][CH:16]=1, predict the reactants needed to synthesize it. The reactants are: C([O:8][NH:9][C:10](=[O:36])[C:11]1[CH:16]=[CH:15][C:14]([CH:17]2[CH2:22][CH2:21][CH2:20][CH:19]([NH:23][CH:24]([C:26]3[C:35]4[C:30](=[CH:31][CH:32]=[CH:33][CH:34]=4)[CH:29]=[CH:28][CH:27]=3)[CH3:25])[CH2:18]2)=[CH:13][CH:12]=1)C1C=CC=CC=1.C(ONC(=O)C1C=CC(C2CCCC(N[C@@H](C3C4C(=CC=CC=4)C=CC=3)C)C2)=CC=1)C1C=CC=CC=1. (2) The reactants are: [F:1][C:2]1[CH:23]=[CH:22][CH:21]=[CH:20][C:3]=1[CH2:4][N:5]1[C:13]2[C:8](=[CH:9][C:10]([N+:14]([O-:16])=[O:15])=[CH:11][CH:12]=2)[CH:7]=[C:6]1[C:17](O)=[O:18].[NH2:24][C:25]1[CH:30]=[CH:29][CH:28]=[CH:27][CH:26]=1. Given the product [F:1][C:2]1[CH:23]=[CH:22][CH:21]=[CH:20][C:3]=1[CH2:4][N:5]1[C:13]2[C:8](=[CH:9][C:10]([N+:14]([O-:16])=[O:15])=[CH:11][CH:12]=2)[CH:7]=[C:6]1[C:17]([NH:24][C:25]1[CH:30]=[CH:29][CH:28]=[CH:27][CH:26]=1)=[O:18], predict the reactants needed to synthesize it. (3) The reactants are: [CH3:1][O:2][C:3]1[CH:8]=[CH:7][C:6]([C:9]([C:11]2[CH:16]=[CH:15][C:14]([O:17][CH3:18])=[CH:13][CH:12]=2)=[CH2:10])=[CH:5][CH:4]=1.[CH:19]([Br:22])(Br)[Br:20].[OH-].[Na+]. Given the product [CH3:18][O:17][C:14]1[CH:13]=[CH:12][C:11]([C:9]2([C:6]3[CH:5]=[CH:4][C:3]([O:2][CH3:1])=[CH:8][CH:7]=3)[CH2:10][C:19]2([Br:22])[Br:20])=[CH:16][CH:15]=1, predict the reactants needed to synthesize it. (4) Given the product [Cl:16][C:13]1[CH:14]=[CH:15][C:6]([O:5][CH2:4][C:3]([OH:37])=[O:2])=[C:7]2[C:12]=1[N:11]=[C:10]([CH2:17][CH3:18])[C:9]([CH2:19][C:20]1[CH:21]=[CH:22][C:23]([C:26]([N:28]3[CH2:29][CH2:30][CH2:31][CH2:32]3)=[O:27])=[CH:24][CH:25]=1)=[C:8]2[O:33][CH:34]([F:35])[F:36], predict the reactants needed to synthesize it. The reactants are: C[O:2][C:3](=[O:37])[CH2:4][O:5][C:6]1[CH:15]=[CH:14][C:13]([Cl:16])=[C:12]2[C:7]=1[C:8]([O:33][CH:34]([F:36])[F:35])=[C:9]([CH2:19][C:20]1[CH:25]=[CH:24][C:23]([C:26]([N:28]3[CH2:32][CH2:31][CH2:30][CH2:29]3)=[O:27])=[CH:22][CH:21]=1)[C:10]([CH2:17][CH3:18])=[N:11]2.[OH-].[Li+]. (5) Given the product [N:32]1[C:31]2[NH:35][CH:36]=[CH:37][C:30]=2[C:29]([C:27]2[CH:26]=[N:25][N:24]([CH:20]([CH2:21][C:22]#[N:23])[CH2:19][N:13]3[CH2:18][CH2:17][N:16]([C:9]([NH:8][C:5]4[CH:6]=[CH:7][C:2]([F:1])=[CH:3][C:4]=4[CH3:11])=[O:10])[CH2:15][CH2:14]3)[CH:28]=2)=[N:34][CH:33]=1, predict the reactants needed to synthesize it. The reactants are: [F:1][C:2]1[CH:7]=[CH:6][C:5]([N:8]=[C:9]=[O:10])=[C:4]([CH3:11])[CH:3]=1.Cl.[N:13]1([CH2:19][CH:20]([N:24]2[CH:28]=[C:27]([C:29]3[C:30]4[CH:37]=[CH:36][N:35](COCC[Si](C)(C)C)[C:31]=4[N:32]=[CH:33][N:34]=3)[CH:26]=[N:25]2)[CH2:21][C:22]#[N:23])[CH2:18][CH2:17][NH:16][CH2:15][CH2:14]1.C(N(CC)CC)C. (6) Given the product [Cl:29][C:30]1[C:38]([F:39])=[CH:37][CH:36]=[C:35]([F:40])[C:31]=1[C:32]([N:12]1[CH2:13][CH2:14][N:9]([C:3]2[CH:4]=[CH:5][C:6]([F:8])=[CH:7][C:2]=2[Cl:1])[C:10](=[O:28])[CH2:11]1)=[O:34], predict the reactants needed to synthesize it. The reactants are: [Cl:1][C:2]1[CH:7]=[C:6]([F:8])[CH:5]=[CH:4][C:3]=1[N:9]1[CH2:14][CH2:13][N:12](C(C2C=CC=C(C(F)(F)F)C=2Cl)=O)[CH2:11][C:10]1=[O:28].[Cl:29][C:30]1[C:38]([F:39])=[CH:37][CH:36]=[C:35]([F:40])[C:31]=1[C:32]([OH:34])=O. (7) Given the product [CH:25]([O:24][C:18]1[C:19]([CH3:23])=[CH:20][CH:21]=[CH:22][C:17]=1[C:16]([NH:15][C:6]1([C:4]([OH:5])=[O:3])[CH2:7][C:8]2[C:13](=[CH:12][CH:11]=[CH:10][CH:9]=2)[CH2:14]1)=[O:29])([CH2:27][CH3:28])[CH3:26], predict the reactants needed to synthesize it. The reactants are: C([O:3][C:4]([C:6]1([NH:15][C:16](=[O:29])[C:17]2[CH:22]=[CH:21][CH:20]=[C:19]([CH3:23])[C:18]=2[O:24][CH:25]([CH2:27][CH3:28])[CH3:26])[CH2:14][C:13]2[C:8](=[CH:9][CH:10]=[CH:11][CH:12]=2)[CH2:7]1)=[O:5])C.[OH-].[K+].O.